This data is from Peptide-MHC class II binding affinity with 134,281 pairs from IEDB. The task is: Regression. Given a peptide amino acid sequence and an MHC pseudo amino acid sequence, predict their binding affinity value. This is MHC class II binding data. (1) The peptide sequence is TRSPRLQKASAAVVR. The MHC is H-2-IAd with pseudo-sequence H-2-IAd. The binding affinity (normalized) is 0.514. (2) The peptide sequence is GGKAYMDVISRRDQR. The MHC is DRB3_0202 with pseudo-sequence DRB3_0202. The binding affinity (normalized) is 0.433. (3) The peptide sequence is NPLIRHENRMVLAST. The MHC is DRB1_1101 with pseudo-sequence DRB1_1101. The binding affinity (normalized) is 0.680. (4) The peptide sequence is QPQPYPQPQLPYPQPQPF. The MHC is DRB1_1101 with pseudo-sequence DRB1_1101. The binding affinity (normalized) is 0. (5) The peptide sequence is AEMETESWIVDRQWA. The MHC is DRB1_1301 with pseudo-sequence DRB1_1301. The binding affinity (normalized) is 0. (6) The peptide sequence is NGCFKIYHKCDNACI. The MHC is DRB1_0301 with pseudo-sequence DRB1_0301. The binding affinity (normalized) is 0.